This data is from NCI-60 drug combinations with 297,098 pairs across 59 cell lines. The task is: Regression. Given two drug SMILES strings and cell line genomic features, predict the synergy score measuring deviation from expected non-interaction effect. (1) Drug 1: CN(C)N=NC1=C(NC=N1)C(=O)N. Drug 2: C1=CN(C=N1)CC(O)(P(=O)(O)O)P(=O)(O)O. Cell line: 786-0. Synergy scores: CSS=35.6, Synergy_ZIP=-2.11, Synergy_Bliss=1.33, Synergy_Loewe=-35.0, Synergy_HSA=1.70. (2) Drug 1: COC1=C(C=C2C(=C1)N=CN=C2NC3=CC(=C(C=C3)F)Cl)OCCCN4CCOCC4. Drug 2: CC1=C(C=C(C=C1)C(=O)NC2=CC(=CC(=C2)C(F)(F)F)N3C=C(N=C3)C)NC4=NC=CC(=N4)C5=CN=CC=C5. Cell line: K-562. Synergy scores: CSS=59.8, Synergy_ZIP=-1.78, Synergy_Bliss=-2.06, Synergy_Loewe=-22.4, Synergy_HSA=1.49. (3) Drug 1: CCC1(CC2CC(C3=C(CCN(C2)C1)C4=CC=CC=C4N3)(C5=C(C=C6C(=C5)C78CCN9C7C(C=CC9)(C(C(C8N6C=O)(C(=O)OC)O)OC(=O)C)CC)OC)C(=O)OC)O.OS(=O)(=O)O. Drug 2: CC1=C2C(C(=O)C3(C(CC4C(C3C(C(C2(C)C)(CC1OC(=O)C(C(C5=CC=CC=C5)NC(=O)OC(C)(C)C)O)O)OC(=O)C6=CC=CC=C6)(CO4)OC(=O)C)O)C)O. Cell line: EKVX. Synergy scores: CSS=6.60, Synergy_ZIP=-1.13, Synergy_Bliss=3.71, Synergy_Loewe=0.539, Synergy_HSA=-0.225. (4) Drug 1: COC1=CC(=CC(=C1O)OC)C2C3C(COC3=O)C(C4=CC5=C(C=C24)OCO5)OC6C(C(C7C(O6)COC(O7)C8=CC=CS8)O)O. Drug 2: CCC1(CC2CC(C3=C(CCN(C2)C1)C4=CC=CC=C4N3)(C5=C(C=C6C(=C5)C78CCN9C7C(C=CC9)(C(C(C8N6C)(C(=O)OC)O)OC(=O)C)CC)OC)C(=O)OC)O.OS(=O)(=O)O. Cell line: TK-10. Synergy scores: CSS=33.4, Synergy_ZIP=-1.81, Synergy_Bliss=-2.44, Synergy_Loewe=-0.795, Synergy_HSA=1.64. (5) Drug 1: C1=CC(=CC=C1CCCC(=O)O)N(CCCl)CCCl. Drug 2: C1=NC(=NC(=O)N1C2C(C(C(O2)CO)O)O)N. Cell line: ACHN. Synergy scores: CSS=43.3, Synergy_ZIP=-1.31, Synergy_Bliss=-0.424, Synergy_Loewe=0.661, Synergy_HSA=2.68. (6) Drug 1: CCCS(=O)(=O)NC1=C(C(=C(C=C1)F)C(=O)C2=CNC3=C2C=C(C=N3)C4=CC=C(C=C4)Cl)F. Drug 2: CS(=O)(=O)OCCCCOS(=O)(=O)C. Cell line: HL-60(TB). Synergy scores: CSS=18.6, Synergy_ZIP=2.19, Synergy_Bliss=1.43, Synergy_Loewe=-11.1, Synergy_HSA=-6.32. (7) Synergy scores: CSS=5.11, Synergy_ZIP=-0.979, Synergy_Bliss=1.51, Synergy_Loewe=-0.407, Synergy_HSA=1.10. Drug 2: CC1=C(C=C(C=C1)C(=O)NC2=CC(=CC(=C2)C(F)(F)F)N3C=C(N=C3)C)NC4=NC=CC(=N4)C5=CN=CC=C5. Cell line: SF-539. Drug 1: CN1CCC(CC1)COC2=C(C=C3C(=C2)N=CN=C3NC4=C(C=C(C=C4)Br)F)OC. (8) Drug 1: C1CCC(C1)C(CC#N)N2C=C(C=N2)C3=C4C=CNC4=NC=N3. Drug 2: CN1CCC(CC1)COC2=C(C=C3C(=C2)N=CN=C3NC4=C(C=C(C=C4)Br)F)OC. Cell line: HCC-2998. Synergy scores: CSS=6.06, Synergy_ZIP=1.55, Synergy_Bliss=2.59, Synergy_Loewe=-5.02, Synergy_HSA=-2.01.